Dataset: Forward reaction prediction with 1.9M reactions from USPTO patents (1976-2016). Task: Predict the product of the given reaction. (1) Given the reactants [Cl:1][C:2]1[N:3]=[C:4](Cl)[C:5]2[N:10]([CH2:11][CH2:12][O:13][CH2:14][CH3:15])[N:9]=[C:8]([C:16]([O:18][CH3:19])=[O:17])[C:6]=2[N:7]=1.[NH2:21][C:22]1[CH:27]=[C:26]([CH3:28])[CH:25]=[CH:24][N:23]=1, predict the reaction product. The product is: [Cl:1][C:2]1[N:3]=[C:4]([NH:21][C:22]2[CH:27]=[C:26]([CH3:28])[CH:25]=[CH:24][N:23]=2)[C:5]2[N:10]([CH2:11][CH2:12][O:13][CH2:14][CH3:15])[N:9]=[C:8]([C:16]([O:18][CH3:19])=[O:17])[C:6]=2[N:7]=1. (2) Given the reactants [F:1][C:2]1[CH:7]=[CH:6][C:5]([CH2:8][C:9]#[N:10])=[CH:4][CH:3]=1.CC(C)([O-])C.[K+].[F:17][C:18]1[CH:23]=[CH:22][CH:21]=[C:20]([F:24])[C:19]=1/[CH:25]=[CH:26]/[C:27]([O:29][CH2:30][CH3:31])=[O:28].Cl, predict the reaction product. The product is: [F:17][C:18]1[CH:23]=[CH:22][CH:21]=[C:20]([F:24])[C:19]=1/[CH:25]=[CH:26]/[C:27]([O:29][CH2:30][CH3:31])=[O:28].[C:9]([CH:8]([C:5]1[CH:6]=[CH:7][C:2]([F:1])=[CH:3][CH:4]=1)[CH:25]([C:19]1[C:20]([F:24])=[CH:21][CH:22]=[CH:23][C:18]=1[F:17])[CH2:26][C:27]([O:29][CH2:30][CH3:31])=[O:28])#[N:10]. (3) Given the reactants [CH3:1][O:2][C:3](=[O:24])[CH2:4][CH2:5][C:6]([CH3:23])=[CH:7][CH2:8][C:9]1[C:10]([OH:22])=[C:11]2[C:15](=[C:16]([CH3:20])[C:17]=1[O:18][CH3:19])[CH2:14][O:13][C:12]2=[O:21].C1(P(C2C=CC=CC=2)C2C=CC=CC=2)C=CC=CC=1.N(C(OCC)=O)=NC(OCC)=O.[CH3:56][Si:57]([CH3:62])([CH3:61])[CH2:58][CH2:59]O, predict the reaction product. The product is: [CH3:1][O:2][C:3](=[O:24])[CH2:4][CH2:5][C:6]([CH3:23])=[CH:7][CH2:8][C:9]1[C:10]([O:22][CH2:59][CH2:58][Si:57]([CH3:62])([CH3:61])[CH3:56])=[C:11]2[C:15](=[C:16]([CH3:20])[C:17]=1[O:18][CH3:19])[CH2:14][O:13][C:12]2=[O:21]. (4) Given the reactants C[O:2][C:3](=[O:39])[C@H:4]([CH2:29][C:30]1[C:38]2[C:33](=[CH:34][CH:35]=[CH:36][CH:37]=2)[NH:32][CH:31]=1)[NH:5][C:6](=[O:28])[CH2:7][CH2:8][C:9](=[O:27])[C@@H:10]([NH:18][C:19](=[O:26])[C:20]1[CH:25]=[CH:24][CH:23]=[CH:22][CH:21]=1)[CH2:11][C:12]1[CH:17]=[CH:16][CH:15]=[CH:14][CH:13]=1.C1COCC1.CO.[Li+].[OH-], predict the reaction product. The product is: [C:19]([NH:18][C@@H:10]([CH2:11][C:12]1[CH:17]=[CH:16][CH:15]=[CH:14][CH:13]=1)[C:9](=[O:27])[CH2:8][CH2:7][C:6]([NH:5][C@H:4]([C:3]([OH:39])=[O:2])[CH2:29][C:30]1[C:38]2[C:33](=[CH:34][CH:35]=[CH:36][CH:37]=2)[NH:32][CH:31]=1)=[O:28])(=[O:26])[C:20]1[CH:25]=[CH:24][CH:23]=[CH:22][CH:21]=1. (5) The product is: [C:16]1([CH:15]([C:22]2[CH:27]=[CH:26][CH:25]=[CH:24][CH:23]=2)[CH2:14][CH2:13][NH:12][C:10]2[C:9]3[C:4](=[CH:5][CH:6]=[CH:7][CH:8]=3)[N:3]=[C:2]([N:28]3[CH2:33][CH2:32][CH2:31][CH2:30][CH2:29]3)[N:11]=2)[CH:21]=[CH:20][CH:19]=[CH:18][CH:17]=1. Given the reactants Cl[C:2]1[N:11]=[C:10]([NH:12][CH2:13][CH2:14][CH:15]([C:22]2[CH:27]=[CH:26][CH:25]=[CH:24][CH:23]=2)[C:16]2[CH:21]=[CH:20][CH:19]=[CH:18][CH:17]=2)[C:9]2[C:4](=[CH:5][CH:6]=[CH:7][CH:8]=2)[N:3]=1.[NH:28]1[CH2:33][CH2:32][CH2:31][CH2:30][CH2:29]1, predict the reaction product. (6) Given the reactants [NH2:1][C:2]1[CH:10]=[CH:9][CH:8]=[C:7]2[C:3]=1[C:4](=[O:20])[N:5]([CH:12]1[CH2:17][CH2:16][C:15](=[O:18])[NH:14][C:13]1=[O:19])[C:6]2=[O:11].[Cl:21][C:22]1[CH:23]=[C:24]([CH:28]=[CH:29][CH:30]=1)[C:25](Cl)=[O:26].CO, predict the reaction product. The product is: [Cl:21][C:22]1[CH:23]=[C:24]([CH:28]=[CH:29][CH:30]=1)[C:25]([NH:1][C:2]1[CH:10]=[CH:9][CH:8]=[C:7]2[C:3]=1[C:4](=[O:20])[N:5]([CH:12]1[CH2:17][CH2:16][C:15](=[O:18])[NH:14][C:13]1=[O:19])[C:6]2=[O:11])=[O:26].